The task is: Predict the reactants needed to synthesize the given product.. This data is from Full USPTO retrosynthesis dataset with 1.9M reactions from patents (1976-2016). (1) Given the product [OH:59][CH2:58][CH2:57][CH2:56][NH:55][C:28](=[O:30])[CH2:27][CH2:26][CH2:25][N:2]([CH3:1])[C:3]([C:5]1[CH:6]=[C:7]2[C:15](=[CH:16][CH:17]=1)[N:14]([CH3:18])[C:13]1[CH2:12][CH2:11][C@@H:10]([CH:19]3[CH2:24][CH2:23][O:22][CH2:21][CH2:20]3)[CH2:9][C:8]2=1)=[O:4], predict the reactants needed to synthesize it. The reactants are: [CH3:1][N:2]([CH2:25][CH2:26][CH2:27][C:28]([OH:30])=O)[C:3]([C:5]1[CH:6]=[C:7]2[C:15](=[CH:16][CH:17]=1)[N:14]([CH3:18])[C:13]1[CH2:12][CH2:11][C@@H:10]([CH:19]3[CH2:24][CH2:23][O:22][CH2:21][CH2:20]3)[CH2:9][C:8]2=1)=[O:4].CN(C(ON1N=NC2C=CC=NC1=2)=[N+](C)C)C.F[P-](F)(F)(F)(F)F.[NH2:55][CH2:56][CH2:57][CH2:58][OH:59].C(N(CC)C(C)C)(C)C. (2) The reactants are: [S:1]([C:13]1[CH:18]=[CH:17][C:16]([CH3:19])=[CH:15][CH:14]=1)[C@@H:2]1[O:10][C@H:9]([CH2:11][OH:12])[C@H:7]([OH:8])[C@H:5]([OH:6])[C@H:3]1[OH:4].[H-].[Na+].[CH:22]1[CH:27]=[CH:26][C:25]([CH2:28]Br)=[CH:24][CH:23]=1.O. Given the product [CH2:28]([O:4][C@@H:3]1[C@@H:5]([O:6][CH2:28][C:25]2[CH:26]=[CH:27][CH:22]=[CH:23][CH:24]=2)[C@@H:7]([O:8][CH2:28][C:25]2[CH:26]=[CH:27][CH:22]=[CH:23][CH:24]=2)[C@@H:9]([CH2:11][O:12][CH2:19][C:16]2[CH:17]=[CH:18][CH:13]=[CH:14][CH:15]=2)[O:10][C@H:2]1[S:1][C:13]1[CH:18]=[CH:17][C:16]([CH3:19])=[CH:15][CH:14]=1)[C:25]1[CH:26]=[CH:27][CH:22]=[CH:23][CH:24]=1, predict the reactants needed to synthesize it. (3) Given the product [Br:8][C:6]1[CH:7]=[C:2]([NH:1][CH2:20][CH3:21])[CH:3]=[N:4][CH:5]=1.[Br:8][C:6]1[CH:7]=[C:2]([N:1]([CH2:20][CH3:21])[CH2:22][CH3:23])[CH:3]=[N:4][CH:5]=1, predict the reactants needed to synthesize it. The reactants are: [NH2:1][C:2]1[CH:3]=[N:4][CH:5]=[C:6]([Br:8])[CH:7]=1.C[Si]([N-][Si](C)(C)C)(C)C.[K+].I[CH2:20][CH3:21].[CH2:22]1COC[CH2:23]1. (4) The reactants are: [H-].[Al+3].[Li+].[H-].[H-].[H-].[Br:7][C:8]1[CH:23]=[CH:22][C:11]([CH2:12][NH:13][C:14]([CH:16]2[CH2:19][CH:18]([O:20][CH3:21])[CH2:17]2)=O)=[CH:10][CH:9]=1. Given the product [Br:7][C:8]1[CH:23]=[CH:22][C:11]([CH2:12][NH:13][CH2:14][CH:16]2[CH2:17][CH:18]([O:20][CH3:21])[CH2:19]2)=[CH:10][CH:9]=1, predict the reactants needed to synthesize it. (5) Given the product [F:28][C:23]1[CH:22]=[C:21]([CH:26]=[CH:25][C:24]=1[F:27])[CH2:20][NH:19][C:18]([C:17]1[C:16]2[C:11](=[CH:12][C:13]([OH:30])=[CH:14][CH:15]=2)[N:10]([CH2:32][C:33]2[CH:38]=[CH:37][CH:36]=[CH:35][N:34]=2)[C:9]=1[C:7]([OH:8])=[O:6])=[O:29], predict the reactants needed to synthesize it. The reactants are: [Al+3].[Cl-].[Cl-].[Cl-].C[O:6][C:7]([C:9]1[N:10]([CH2:32][C:33]2[CH:38]=[CH:37][CH:36]=[CH:35][N:34]=2)[C:11]2[C:16]([C:17]=1[C:18](=[O:29])[NH:19][CH2:20][C:21]1[CH:26]=[CH:25][C:24]([F:27])=[C:23]([F:28])[CH:22]=1)=[CH:15][CH:14]=[C:13]([O:30]C)[CH:12]=2)=[O:8].